From a dataset of Full USPTO retrosynthesis dataset with 1.9M reactions from patents (1976-2016). Predict the reactants needed to synthesize the given product. Given the product [C:1]([O:5][C:6]1[C:7]([CH2:12][N:24]2[CH2:23][CH2:22][CH:21]([CH2:20][O:19][C:18]3[CH:27]=[CH:28][CH:29]=[CH:30][C:17]=3[C:14]([NH2:15])=[O:16])[CH2:26][CH2:25]2)=[N:8][CH:9]=[CH:10][N:11]=1)([CH3:2])([CH3:3])[CH3:4], predict the reactants needed to synthesize it. The reactants are: [C:1]([O:5][C:6]1[C:7]([CH:12]=O)=[N:8][CH:9]=[CH:10][N:11]=1)([CH3:4])([CH3:3])[CH3:2].[C:14]([C:17]1[CH:30]=[CH:29][CH:28]=[CH:27][C:18]=1[O:19][CH2:20][CH:21]1[CH2:26][CH2:25][NH:24][CH2:23][CH2:22]1)(=[O:16])[NH2:15].C(O[BH-](OC(=O)C)OC(=O)C)(=O)C.[Na+].C(=O)(O)[O-].[Na+].